This data is from Forward reaction prediction with 1.9M reactions from USPTO patents (1976-2016). The task is: Predict the product of the given reaction. (1) Given the reactants [OH:1][CH2:2][CH2:3][CH2:4][CH2:5][CH2:6][CH2:7][N:8]1[C:12](=[O:13])[CH:11]=[CH:10][C:9]1=[O:14].CC(OI1(OC(C)=O)(OC(C)=O)OC(=O)C2C=CC=CC1=2)=O.C(=O)(O)[O-].[Na+].C(OCC)(=O)C, predict the reaction product. The product is: [O:14]=[C:9]1[CH:10]=[CH:11][C:12](=[O:13])[N:8]1[CH2:7][CH2:6][CH2:5][CH2:4][CH2:3][CH:2]=[O:1]. (2) Given the reactants [NH2:1][C:2]1[CH:7]=[CH:6][C:5]([Br:8])=[CH:4][C:3]=1[C:9]([C:11]1[CH:16]=[CH:15][CH:14]=[CH:13][CH:12]=1)=[O:10].[O:17]1[C:21]([C:22]2[CH:27]=[CH:26][C:25]([S:28](Cl)(=[O:30])=[O:29])=[CH:24][CH:23]=2)=[CH:20][N:19]=[CH:18]1, predict the reaction product. The product is: [C:9]([C:3]1[CH:4]=[C:5]([Br:8])[CH:6]=[CH:7][C:2]=1[NH:1][S:28]([C:25]1[CH:26]=[CH:27][C:22]([C:21]2[O:17][CH:18]=[N:19][CH:20]=2)=[CH:23][CH:24]=1)(=[O:29])=[O:30])(=[O:10])[C:11]1[CH:12]=[CH:13][CH:14]=[CH:15][CH:16]=1. (3) Given the reactants I[C:2]1[CH:7]=[CH:6][C:5](/[CH:8]=[C:9](\[CH3:18])/[CH2:10][N:11]2[CH2:16][CH2:15][CH:14]([CH3:17])[CH2:13][CH2:12]2)=[CH:4][CH:3]=1.[C:19]([C:21]1[CH:26]=[CH:25][C:24]([C:27]2[CH2:32][CH2:31][CH:30]([CH3:33])[CH2:29][CH:28]=2)=[CH:23][N:22]=1)#[CH:20], predict the reaction product. The product is: [CH3:33][CH:30]1[CH2:31][CH2:32][C:27]([C:24]2[CH:25]=[CH:26][C:21]([C:19]#[C:20][C:2]3[CH:7]=[CH:6][C:5](/[CH:8]=[C:9](\[CH3:18])/[CH2:10][N:11]4[CH2:16][CH2:15][CH:14]([CH3:17])[CH2:13][CH2:12]4)=[CH:4][CH:3]=3)=[N:22][CH:23]=2)=[CH:28][CH2:29]1. (4) The product is: [Cl:3][C:4]1[CH:5]=[CH:6][C:7]([C:10]2[CH:15]=[CH:14][C:13]([CH:16]([OH:22])[CH2:17][CH2:18][C:19]([OH:21])=[O:20])=[CH:12][CH:11]=2)=[CH:8][CH:9]=1. Given the reactants [BH4-].[Na+].[Cl:3][C:4]1[CH:9]=[CH:8][C:7]([C:10]2[CH:15]=[CH:14][C:13]([C:16](=[O:22])[CH2:17][CH2:18][C:19]([OH:21])=[O:20])=[CH:12][CH:11]=2)=[CH:6][CH:5]=1, predict the reaction product. (5) Given the reactants [C:1]([O:5][C:6]([N:8]1[CH2:13][CH2:12][N:11]([C:14]2[CH:19]=[CH:18][C:17]([OH:20])=[CH:16][CH:15]=2)[CH2:10][CH2:9]1)=[O:7])([CH3:4])([CH3:3])[CH3:2].Br[CH2:22][C:23]1[CH:28]=[CH:27][CH:26]=[CH:25][CH:24]=1.C([O-])([O-])=O.[K+].[K+].O, predict the reaction product. The product is: [C:1]([O:5][C:6]([N:8]1[CH2:13][CH2:12][N:11]([C:14]2[CH:15]=[CH:16][C:17]([O:20][CH2:22][C:23]3[CH:28]=[CH:27][CH:26]=[CH:25][CH:24]=3)=[CH:18][CH:19]=2)[CH2:10][CH2:9]1)=[O:7])([CH3:4])([CH3:2])[CH3:3]. (6) The product is: [Cl:24][C:25]1[CH:30]=[CH:29][C:28]([C@@H:31]2[CH2:35][N:34]([C:36]3[CH:41]=[CH:40][C:39](=[O:42])[NH:38][N:37]=3)[CH2:33][C@H:32]2[C:43]([OH:45])=[O:44])=[CH:27][CH:26]=1. Given the reactants ClC1C=CC([C@@H]2CN(C3N=NC(Cl)=CC=3)C[C@H]2C(OC)=O)=CC=1.[Cl:24][C:25]1[CH:30]=[CH:29][C:28]([C@@H:31]2[CH2:35][N:34]([C:36]3[CH:41]=[CH:40][C:39](=[O:42])[NH:38][N:37]=3)[CH2:33][C@H:32]2[C:43]([O:45]C)=[O:44])=[CH:27][CH:26]=1, predict the reaction product. (7) Given the reactants [F:1][C:2]1[CH:3]=[CH:4][CH:5]=[C:6]([O:11][CH3:12])[C:7]=1[C:8]([OH:10])=O.S(Cl)(Cl)=O.[C:17]1(C)C=CC=CC=1.[C:24](#[N:32])[C:25]1[C:26](=[CH:28][CH:29]=[CH:30][CH:31]=1)[NH2:27], predict the reaction product. The product is: [C:24]([C:25]1[CH:31]=[CH:30][C:29]([CH3:17])=[CH:28][C:26]=1[NH:27][C:8](=[O:10])[C:7]1[C:6]([O:11][CH3:12])=[CH:5][CH:4]=[CH:3][C:2]=1[F:1])#[N:32].